This data is from Peptide-MHC class II binding affinity with 134,281 pairs from IEDB. The task is: Regression. Given a peptide amino acid sequence and an MHC pseudo amino acid sequence, predict their binding affinity value. This is MHC class II binding data. (1) The peptide sequence is EPGHLAPTGMFVAAA. The MHC is HLA-DQA10201-DQB10202 with pseudo-sequence HLA-DQA10201-DQB10202. The binding affinity (normalized) is 0.0790. (2) The peptide sequence is VLEKLELLQRRFGGT. The MHC is DRB5_0101 with pseudo-sequence DRB5_0101. The binding affinity (normalized) is 0.797. (3) The peptide sequence is KIIGGIGGFVKVRQYDQIPI. The MHC is HLA-DPA10201-DPB10501 with pseudo-sequence HLA-DPA10201-DPB10501. The binding affinity (normalized) is 0.404.